From a dataset of Full USPTO retrosynthesis dataset with 1.9M reactions from patents (1976-2016). Predict the reactants needed to synthesize the given product. (1) Given the product [OH:19][C:13]1[CH:14]=[C:15]2[C:10](=[CH:11][CH:12]=1)[C:9]([O:21][C:23]1[CH:30]=[CH:29][C:26]([CH:27]=[O:28])=[C:25]([C:31]([F:34])([F:33])[F:32])[CH:24]=1)=[C:8]([C:4]1[CH:5]=[CH:6][CH:7]=[C:2]([F:1])[CH:3]=1)[C:17]([CH3:18])=[CH:16]2, predict the reactants needed to synthesize it. The reactants are: [F:1][C:2]1[CH:3]=[C:4]([C:8]2[C:17]([CH3:18])=[CH:16][C:15]3[C:10](=[CH:11][CH:12]=[C:13]([O:19]C)[CH:14]=3)[C:9]=2[OH:21])[CH:5]=[CH:6][CH:7]=1.F[C:23]1[CH:30]=[CH:29][C:26]([CH:27]=[O:28])=[C:25]([C:31]([F:34])([F:33])[F:32])[CH:24]=1.C([O-])([O-])=O.[Cs+].[Cs+]. (2) Given the product [CH2:1]([O:5][C:6]([C:8]1[N:9]=[C:10]([O:28][C:25]2[CH:26]=[CH:27][C:22]([O:21][CH3:20])=[CH:23][CH:24]=2)[C:11]2[C:16]([C:17]=1[OH:18])=[CH:15][CH:14]=[CH:13][CH:12]=2)=[O:7])[CH2:2][CH2:3][CH3:4], predict the reactants needed to synthesize it. The reactants are: [CH2:1]([O:5][C:6]([C:8]1[N:9]=[C:10](Cl)[C:11]2[C:16]([C:17]=1[OH:18])=[CH:15][CH:14]=[CH:13][CH:12]=2)=[O:7])[CH2:2][CH2:3][CH3:4].[CH3:20][O:21][C:22]1[CH:27]=[CH:26][C:25]([OH:28])=[CH:24][CH:23]=1. (3) Given the product [C:14]([N:11]1[CH2:12][CH2:13][CH:8]([C:5]2[CH:6]=[CH:7][C:2]([C:27]3[CH:28]=[C:29]4[C:24](=[CH:25][C:26]=3[Cl:38])[NH:23][CH:22]=[C:21]4[C:19]([O:18][CH3:17])=[O:20])=[CH:3][CH:4]=2)[CH2:9][CH2:10]1)(=[O:16])[CH3:15], predict the reactants needed to synthesize it. The reactants are: Br[C:2]1[CH:7]=[CH:6][C:5]([CH:8]2[CH2:13][CH2:12][N:11]([C:14](=[O:16])[CH3:15])[CH2:10][CH2:9]2)=[CH:4][CH:3]=1.[CH3:17][O:18][C:19]([C:21]1[C:29]2[C:24](=[CH:25][C:26]([Cl:38])=[C:27](B3OCC(C)(C)CO3)[CH:28]=2)[NH:23][CH:22]=1)=[O:20].C(=O)([O-])[O-].[K+].[K+]. (4) Given the product [ClH:23].[NH2:7][N:5]1[CH:6]=[C:2]([Br:1])[CH:3]=[C:4]1[C:15]#[N:16], predict the reactants needed to synthesize it. The reactants are: [Br:1][C:2]1[CH:3]=[C:4]([C:15]#[N:16])[N:5]([NH:7]C(=O)OC(C)(C)C)[CH:6]=1.O1CCOCC1.[ClH:23].O1CCOCC1.CCCCCC. (5) Given the product [F:1][C:2]1[CH:41]=[CH:40][C:5]([CH2:6][N:7]2[CH2:12][CH2:11][N:10]3[C:13]4[CH2:30][CH2:29][N:28]([CH2:31][C:32]5[CH:37]=[CH:36][N:35]=[CH:34][CH:33]=5)[C:27](=[O:38])[C:14]=4[C:15]([OH:16])=[C:9]3[C:8]2=[O:39])=[CH:4][CH:3]=1, predict the reactants needed to synthesize it. The reactants are: [F:1][C:2]1[CH:41]=[CH:40][C:5]([CH2:6][N:7]2[CH2:12][CH2:11][N:10]3[C:13]4[CH2:30][CH2:29][N:28]([CH2:31][C:32]5[CH:37]=[CH:36][N:35]=[CH:34][CH:33]=5)[C:27](=[O:38])[C:14]=4[C:15]([O:16]S(C4C(C)=CC=CC=4)(=O)=O)=[C:9]3[C:8]2=[O:39])=[CH:4][CH:3]=1.C[O-].[Na+].